Dataset: Forward reaction prediction with 1.9M reactions from USPTO patents (1976-2016). Task: Predict the product of the given reaction. (1) Given the reactants CC1(C)C2C(=C(P(C3C=CC=CC=3)C3C=CC=CC=3)C=CC=2)OC2C(P(C3C=CC=CC=3)C3C=CC=CC=3)=CC=CC1=2.Br[C:44]1[CH:53]=[CH:52][CH:51]=[C:50]2[C:45]=1[CH:46]=[CH:47][C:48]([S:54]([N:57]([CH2:63][C:64]1[CH:69]=[CH:68][C:67]([O:70][CH3:71])=[CH:66][C:65]=1[O:72][CH3:73])[C:58]1[S:62][N:61]=[CH:60][N:59]=1)(=[O:56])=[O:55])=[CH:49]2.[C:74]([Zn]C#N)#[N:75], predict the reaction product. The product is: [C:74]([C:44]1[CH:53]=[CH:52][CH:51]=[C:50]2[C:45]=1[CH:46]=[CH:47][C:48]([S:54]([N:57]([CH2:63][C:64]1[CH:69]=[CH:68][C:67]([O:70][CH3:71])=[CH:66][C:65]=1[O:72][CH3:73])[C:58]1[S:62][N:61]=[CH:60][N:59]=1)(=[O:56])=[O:55])=[CH:49]2)#[N:75]. (2) Given the reactants [CH3:1][S:2]([C:5]1[CH:10]=[CH:9][C:8]([OH:11])=[CH:7][CH:6]=1)(=[O:4])=[O:3].[H-].[Na+].[C:14]([O:18][C:19]([N:21]1[CH2:26][CH2:25][CH:24]([N:27]2[C:31]3=[N:32][C:33]([Cl:37])=[N:34][C:35](Cl)=[C:30]3[CH:29]=[N:28]2)[CH2:23][CH2:22]1)=[O:20])([CH3:17])([CH3:16])[CH3:15].[Cl-].[NH4+], predict the reaction product. The product is: [C:14]([O:18][C:19]([N:21]1[CH2:26][CH2:25][CH:24]([N:27]2[C:31]3=[N:32][C:33]([Cl:37])=[N:34][C:35]([O:11][C:8]4[CH:9]=[CH:10][C:5]([S:2]([CH3:1])(=[O:3])=[O:4])=[CH:6][CH:7]=4)=[C:30]3[CH:29]=[N:28]2)[CH2:23][CH2:22]1)=[O:20])([CH3:17])([CH3:15])[CH3:16].